This data is from Forward reaction prediction with 1.9M reactions from USPTO patents (1976-2016). The task is: Predict the product of the given reaction. (1) The product is: [Cl:26][C:27]1[CH:28]=[CH:29][C:30]([OH:50])=[C:31]([C:33]2[CH2:38][CH2:37][CH2:36][CH2:35][C:34]=2[C:39]2[CH:40]=[C:41]([C:45]([O:47][CH2:48][CH3:49])=[O:46])[CH:42]=[N:43][CH:44]=2)[CH:32]=1. Given the reactants ClC1C=CC(O)=C(C2CCCCC=2C2N=C(C(OCC)=O)C=CC=2)C=1.[Cl:26][C:27]1[CH:28]=[CH:29][C:30]([O:50]C)=[C:31]([C:33]2[CH2:38][CH2:37][CH2:36][CH2:35][C:34]=2[C:39]2[CH:40]=[C:41]([C:45]([O:47][CH2:48][CH3:49])=[O:46])[CH:42]=[N:43][CH:44]=2)[CH:32]=1, predict the reaction product. (2) Given the reactants [Si]([O:8][CH2:9][CH2:10][CH2:11][N:12]1[C:17](=[O:18])[C:16]2[C:19]([CH:32]([C:34]3[CH:39]=[CH:38][C:37]([Cl:40])=[CH:36][CH:35]=3)[OH:33])=[C:20](C3C=CC=CC=3C(C)C)[CH:21]=[N:22][C:15]=2[N:14]([CH3:41])[C:13]1=[O:42])(C(C)(C)C)(C)C.[F:43][C:44]([F:56])([F:55])[O:45][C:46]1[CH:47]=[C:48](B(O)O)[CH:49]=[CH:50][CH:51]=1.[C:57]([O-:60])([O-])=O.[K+].[K+], predict the reaction product. The product is: [Cl:40][C:37]1[CH:36]=[CH:35][C:34]([CH:32]([OH:33])[C:19]2[C:16]3[C:17](=[O:18])[N:12]([CH2:11][CH2:10][CH2:9][O:8][CH:20]4[CH2:19][CH2:16][CH2:15][CH2:57][O:60]4)[C:13](=[O:42])[N:14]([CH3:41])[C:15]=3[N:22]=[CH:21][C:20]=2[C:50]2[CH:49]=[CH:48][CH:47]=[C:46]([O:45][C:44]([F:56])([F:55])[F:43])[CH:51]=2)=[CH:39][CH:38]=1. (3) The product is: [F:1][C:2]1[CH:8]=[CH:7][CH:6]=[C:5]2[C:3]=1[N:4]=[C:11]([C:10]([F:20])([F:19])[F:9])[CH:12]=[C:13]2[OH:14]. Given the reactants [F:1][C:2]1[CH:8]=[CH:7][CH:6]=[CH:5][C:3]=1[NH2:4].[F:9][C:10]([F:20])([F:19])[C:11](=O)[CH2:12][C:13](OCC)=[O:14].Cl, predict the reaction product. (4) Given the reactants [Br:1][C:2]1[CH:3]=[N:4][C:5](Cl)=[C:6]([CH:11]=1)[C:7]([O:9]C)=[O:8].[CH3:13][O:14][CH2:15][CH2:16][OH:17].CC([O-])(C)C.[Na+], predict the reaction product. The product is: [Br:1][C:2]1[CH:3]=[N:4][C:5]([O:17][CH2:16][CH2:15][O:14][CH3:13])=[C:6]([CH:11]=1)[C:7]([OH:9])=[O:8]. (5) The product is: [CH3:1][CH:2]([CH2:9][CH2:10][CH3:11])[CH:3]=[CH:4][N+:5]([O-:7])=[O:6]. Given the reactants [CH3:1][CH:2]([CH2:9][CH2:10][CH3:11])[CH:3](O)[CH2:4][N+:5]([O-:7])=[O:6].S(Cl)(C)(=O)=O.C(N(CC)CC)C.O, predict the reaction product.